Predict the reactants needed to synthesize the given product. From a dataset of Full USPTO retrosynthesis dataset with 1.9M reactions from patents (1976-2016). (1) Given the product [CH:1]([Cl:4])([Cl:3])[Cl:2].[CH2:5]([OH:10])[CH2:6][CH:7]([CH3:9])[CH3:8], predict the reactants needed to synthesize it. The reactants are: [CH:1]([Cl:4])([Cl:3])[Cl:2].[CH2:5]([OH:10])[CH2:6][CH:7]([CH3:9])[CH3:8]. (2) Given the product [C:1]([O:7][CH2:8][C@H:9]([C:15]1[C:24]([CH3:25])=[CH:23][C:22]2[C:17](=[CH:18][C:19]([Br:26])=[CH:20][CH:21]=2)[C:16]=1[O:27][S:39]([C:38]([F:51])([F:50])[F:37])(=[O:41])=[O:40])[O:10][C:11]([CH3:14])([CH3:13])[CH3:12])(=[O:6])[C:2]([CH3:3])([CH3:4])[CH3:5], predict the reactants needed to synthesize it. The reactants are: [C:1]([O:7][CH2:8][C@H:9]([C:15]1[C:24]([CH3:25])=[CH:23][C:22]2[C:17](=[CH:18][C:19]([Br:26])=[CH:20][CH:21]=2)[C:16]=1[OH:27])[O:10][C:11]([CH3:14])([CH3:13])[CH3:12])(=[O:6])[C:2]([CH3:5])([CH3:4])[CH3:3].CCN(C(C)C)C(C)C.[F:37][C:38]([F:51])([F:50])[S:39](O[S:39]([C:38]([F:51])([F:50])[F:37])(=[O:41])=[O:40])(=[O:41])=[O:40].[NH4+].[Cl-]. (3) Given the product [Br:31][C:32]1[CH:37]=[CH:36][C:35]([CH2:39][CH3:40])=[C:34]([CH:3]2[C:2](=[O:11])[CH:1]3[CH2:9][CH2:8][CH:5]([CH:6]=[CH:7]3)[C:4]2=[O:10])[CH:33]=1, predict the reactants needed to synthesize it. The reactants are: [CH:1]12[CH2:9][CH2:8][CH:5]([CH:6]=[CH:7]1)[C:4](=[O:10])[CH2:3][C:2]2=[O:11].C1(C)C=CC=CC=1.C([O-])(=O)C.C([O-])(=O)C.C([O-])(=O)C.[Br:31][C:32]1[CH:33]=[CH:34][C:35]([CH2:39][CH3:40])=[C:36]([Pb+3])[CH:37]=1.Cl.